The task is: Predict the reactants needed to synthesize the given product.. This data is from Full USPTO retrosynthesis dataset with 1.9M reactions from patents (1976-2016). (1) Given the product [OH:1][C:2]1[CH:11]=[C:10]2[C:5]([CH:6]=[C:7]([C:12]([O:14][CH3:19])=[O:13])[N:8]=[CH:9]2)=[CH:4][CH:3]=1, predict the reactants needed to synthesize it. The reactants are: [OH:1][C:2]1[CH:11]=[C:10]2[C:5]([CH2:6][CH:7]([C:12]([OH:14])=[O:13])[NH:8][CH2:9]2)=[CH:4][CH:3]=1.S(Cl)(Cl)=O.[CH3:19]O. (2) Given the product [CH3:7][N:6]1[C:2]([OH:1])=[C:3]([CH3:19])[C:4]([C:8]2[CH:9]=[CH:10][C:11]([O:14][C:15]([F:16])([F:18])[F:17])=[CH:12][CH:13]=2)=[N:5]1, predict the reactants needed to synthesize it. The reactants are: [OH:1][C:2]1[N:6]([CH3:7])[N:5]=[C:4]([C:8]2[CH:13]=[CH:12][C:11]([O:14][C:15]([F:18])([F:17])[F:16])=[CH:10][CH:9]=2)[C:3]=1[CH:19]=O.C(=O)(O)[O-].[Na+]. (3) Given the product [CH3:1][O:2][N:3]=[C:4]([C:9]1[CH:14]=[CH:13][C:12]([F:15])=[CH:11][CH:10]=1)[CH2:5][CH2:6][CH2:7][I:16], predict the reactants needed to synthesize it. The reactants are: [CH3:1][O:2][N:3]=[C:4]([C:9]1[CH:14]=[CH:13][C:12]([F:15])=[CH:11][CH:10]=1)[CH2:5][CH2:6][CH2:7]Cl.[I-:16].[Na+]. (4) Given the product [O:11]=[C:4]1[N:3]([C:12]2[CH:13]=[CH:14][C:15]([O:18][CH2:19][C:20]([F:22])([F:23])[F:21])=[CH:16][CH:17]=2)[C:2]([S:1][CH2:34][CH2:33][NH:32][C:31](=[O:36])[O:30][C:26]([CH3:29])([CH3:28])[CH3:27])=[N:7][C:6]2=[CH:8][S:9][CH:10]=[C:5]12, predict the reactants needed to synthesize it. The reactants are: [S:1]=[C:2]1[NH:7][C:6]2=[CH:8][S:9][CH:10]=[C:5]2[C:4](=[O:11])[N:3]1[C:12]1[CH:17]=[CH:16][C:15]([O:18][CH2:19][C:20]([F:23])([F:22])[F:21])=[CH:14][CH:13]=1.[H-].[Na+].[C:26]([O:30][C:31](=[O:36])[NH:32][CH2:33][CH2:34]Br)([CH3:29])([CH3:28])[CH3:27].[Cl-].[NH4+].